From a dataset of CYP1A2 inhibition data for predicting drug metabolism from PubChem BioAssay. Regression/Classification. Given a drug SMILES string, predict its absorption, distribution, metabolism, or excretion properties. Task type varies by dataset: regression for continuous measurements (e.g., permeability, clearance, half-life) or binary classification for categorical outcomes (e.g., BBB penetration, CYP inhibition). Dataset: cyp1a2_veith. (1) The drug is O=C1CC(c2ccc3c(c2)OCO3)CN1. The result is 1 (inhibitor). (2) The drug is COC(=O)[C@@]1(Cc2ccccc2)[C@H]2c3cc(C(=O)N4CCCC4)n(CCc4ccccn4)c3C[C@H]2CN1C(=O)c1ccccc1. The result is 0 (non-inhibitor).